From a dataset of Full USPTO retrosynthesis dataset with 1.9M reactions from patents (1976-2016). Predict the reactants needed to synthesize the given product. (1) Given the product [O:18]=[C:11]1[C:10]2[C:15]3=[C:6]([CH2:5][CH:4]([CH2:3][NH:2][C:41](=[O:48])[C:42]4[CH:47]=[CH:46][CH:45]=[CH:44][CH:43]=4)[CH2:16][N:14]3[C:13](=[O:17])[NH:12]1)[CH:7]=[CH:8][CH:9]=2, predict the reactants needed to synthesize it. The reactants are: Cl.[NH2:2][CH2:3][CH:4]1[CH2:16][N:14]2[C:15]3[C:10]([C:11](=[O:18])[NH:12][C:13]2=[O:17])=[CH:9][CH:8]=[CH:7][C:6]=3[CH2:5]1.CCN=C=NCCCN(C)C.Cl.ON1C2C=CC=CC=2N=N1.[C:41](O)(=[O:48])[C:42]1[CH:47]=[CH:46][CH:45]=[CH:44][CH:43]=1.C(N(CC)CC)C.S([O-])(O)(=O)=O.[K+]. (2) Given the product [CH2:1]([O:8][C:9]1[CH:18]=[C:17]2[C:12]([CH:13]=[CH:14][C:15]([OH:19])=[CH:16]2)=[CH:11][C:10]=1[C:30]1[N:35]=[N:34][C:33]([N:36]([CH3:47])[CH:37]2[CH2:42][C:41]([CH3:43])([CH3:44])[NH:40][C:39]([CH3:46])([CH3:45])[CH2:38]2)=[CH:32][CH:31]=1)[C:2]1[CH:3]=[CH:4][CH:5]=[CH:6][CH:7]=1, predict the reactants needed to synthesize it. The reactants are: [CH2:1]([O:8][C:9]1[CH:18]=[C:17]2[C:12]([CH:13]=[CH:14][C:15]([OH:19])=[CH:16]2)=[CH:11][C:10]=1B1OC(C)(C)C(C)(C)O1)[C:2]1[CH:7]=[CH:6][CH:5]=[CH:4][CH:3]=1.Cl[C:30]1[N:35]=[N:34][C:33]([N:36]([CH3:47])[CH:37]2[CH2:42][C:41]([CH3:44])([CH3:43])[NH:40][C:39]([CH3:46])([CH3:45])[CH2:38]2)=[CH:32][CH:31]=1. (3) Given the product [C:2]([O:5][C:6]([NH:8][C@@H:9]([CH2:10][N:17]1[CH:16]=[C:15]([I:14])[CH:19]=[N:18]1)[C:12]([OH:11])=[O:13])=[O:7])([CH3:4])([CH3:3])[CH3:1], predict the reactants needed to synthesize it. The reactants are: [CH3:1][C:2]([O:5][C:6]([NH:8][C@@H:9]1[C:12](=[O:13])[O:11][CH2:10]1)=[O:7])([CH3:4])[CH3:3].[I:14][C:15]1[CH:16]=[N:17][NH:18][CH:19]=1. (4) Given the product [CH3:1][C:2]1[S:6][C:5]([C:7]2[CH:12]=[CH:11][CH:10]=[CH:9][CH:8]=2)=[N:4][C:3]=1[CH2:13][O:14][C:15]1[N:16]=[CH:17][C:18]([CH2:19][OH:20])=[CH:21][CH:22]=1, predict the reactants needed to synthesize it. The reactants are: [CH3:1][C:2]1[S:6][C:5]([C:7]2[CH:12]=[CH:11][CH:10]=[CH:9][CH:8]=2)=[N:4][C:3]=1[CH2:13][O:14][C:15]1[CH:22]=[CH:21][C:18]([CH:19]=[O:20])=[CH:17][N:16]=1.O1CCCC1.C(O)C.[BH4-].[Na+].